This data is from Full USPTO retrosynthesis dataset with 1.9M reactions from patents (1976-2016). The task is: Predict the reactants needed to synthesize the given product. Given the product [Cl:1][C:2]1[C:11]2[C:6](=[CH:7][CH:8]=[C:9]([C:12]([C:20]3[C:21]([CH3:27])=[N:22][C:23]([CH3:26])=[CH:24][CH:25]=3)([C:13]3[N:17]([CH3:18])[N:16]=[N:15][CH:14]=3)[OH:19])[CH:10]=2)[N:5]=[C:4]([O:28][CH3:29])[C:3]=1[C:30]([N:54]1[CH2:55][C:52]([F:56])([F:51])[CH2:53]1)=[O:31], predict the reactants needed to synthesize it. The reactants are: [Cl:1][C:2]1[C:11]2[C:6](=[CH:7][CH:8]=[C:9]([C:12]([C:20]3[C:21]([CH3:27])=[N:22][C:23]([CH3:26])=[CH:24][CH:25]=3)([OH:19])[C:13]3[N:17]([CH3:18])[N:16]=[N:15][CH:14]=3)[CH:10]=2)[N:5]=[C:4]([O:28][CH3:29])[C:3]=1[C:30](O)=[O:31].C1C=CC2N(O)N=NC=2C=1.C(N(CC)CC)C.Cl.[F:51][C:52]1([F:56])[CH2:55][NH:54][CH2:53]1.CCN=C=NCCCN(C)C.